Task: Predict the reactants needed to synthesize the given product.. Dataset: Full USPTO retrosynthesis dataset with 1.9M reactions from patents (1976-2016) (1) Given the product [Br:35][C:32]1[CH:33]=[CH:34][C:29]([CH:25]2[CH2:24][CH:23]([S:9][C:5]3[CH:6]=[CH:7][CH:8]=[C:3]([C:2]([F:1])([F:10])[F:11])[CH:4]=3)[CH2:28][CH2:27][O:26]2)=[CH:30][N:31]=1, predict the reactants needed to synthesize it. The reactants are: [F:1][C:2]([F:11])([F:10])[C:3]1[CH:4]=[C:5]([SH:9])[CH:6]=[CH:7][CH:8]=1.C([O-])([O-])=O.[K+].[K+].CS(O[CH:23]1[CH2:28][CH2:27][O:26][CH:25]([C:29]2[CH:30]=[N:31][C:32]([Br:35])=[CH:33][CH:34]=2)[CH2:24]1)(=O)=O. (2) Given the product [F:1][C:2]([C@H:5]1[CH2:6][CH2:7][C@H:8]([O:11][C:12]2[C:13]([I:36])=[C:14]3[C:19](=[CH:20][CH:21]=2)[CH:18]=[C:17]([C@:22]2([CH3:28])[CH2:26][O:25][C:24](=[O:27])[NH:23]2)[CH:16]=[CH:15]3)[CH2:9][CH2:10]1)([F:4])[CH3:3], predict the reactants needed to synthesize it. The reactants are: [F:1][C:2]([C@H:5]1[CH2:10][CH2:9][C@H:8]([O:11][C:12]2[CH:13]=[C:14]3[C:19](=[CH:20][CH:21]=2)[CH:18]=[C:17]([C@:22]2([CH3:28])[CH2:26][O:25][C:24](=[O:27])[NH:23]2)[CH:16]=[CH:15]3)[CH2:7][CH2:6]1)([F:4])[CH3:3].C1C(=O)N([I:36])C(=O)C1.C(O)(C(F)(F)F)=O. (3) Given the product [OH:20][C:5]1[C@:4]2([CH2:22][CH:23]=[C:24]([CH3:25])[CH3:26])[C:17](=[O:18])[C@@H:8]([C@:9]([CH3:16])([CH2:10][CH2:11][CH:12]=[C:13]([CH3:15])[CH3:14])[C@@H:2]([OH:1])[CH2:3]2)[C:7](=[O:19])[CH:6]=1, predict the reactants needed to synthesize it. The reactants are: [OH:1][C@@H:2]1[C@@:9]([CH3:16])([CH2:10][CH2:11][CH:12]=[C:13]([CH3:15])[CH3:14])[C@@H:8]2[C:17](=[O:18])[C@@:4]([CH2:22][CH:23]=[C:24]([CH3:26])[CH3:25])([C:5]([O:20]C)=[CH:6][C:7]2=[O:19])[CH2:3]1.[OH-].[Li+]. (4) The reactants are: [CH3:1][C:2]1[C:7]([O:8][CH3:9])=[C:6]([CH2:10]/[CH:11]=[C:12](/[CH2:14][CH2:15][C:16]([OH:18])=[O:17])\[CH3:13])[C:5]([OH:19])=[C:4]2[C:20]([O:22][CH2:23][C:3]=12)=[O:21].CN(C)C=O.C(Cl)(=O)C([Cl:32])=O.O[CH2:36][CH2:37][N:38]1[CH2:43][CH2:42][O:41][CH2:40][CH2:39]1. Given the product [CH3:1][C:2]1[C:7]([O:8][CH3:9])=[C:6]([CH2:10]/[CH:11]=[C:12](/[CH2:14][CH2:15][C:16]([O:18][CH2:36][CH2:37][N:38]2[CH2:43][CH2:42][O:41][CH2:40][CH2:39]2)=[O:17])\[CH3:13])[C:5]([OH:19])=[C:4]2[C:20]([O:22][CH2:23][C:3]=12)=[O:21].[ClH:32], predict the reactants needed to synthesize it.